Dataset: Catalyst prediction with 721,799 reactions and 888 catalyst types from USPTO. Task: Predict which catalyst facilitates the given reaction. (1) Reactant: [NH2:1][C:2]1[CH:7]=[CH:6][C:5]([C:8]2[C:16]3[C:11](=[CH:12][N:13]=[CH:14][CH:15]=3)[NH:10][C:9]=2[C:17]([NH2:19])=[O:18])=[CH:4][CH:3]=1.[F:20][C:21]1[CH:26]=[CH:25][C:24]([C:27]([F:30])([F:29])[F:28])=[CH:23][C:22]=1[N:31]=[C:32]=[O:33]. Product: [F:20][C:21]1[CH:26]=[CH:25][C:24]([C:27]([F:30])([F:29])[F:28])=[CH:23][C:22]=1[NH:31][C:32](=[O:33])[NH:1][C:2]1[CH:3]=[CH:4][C:5]([C:8]2[C:16]3[C:11](=[CH:12][N:13]=[CH:14][CH:15]=3)[NH:10][C:9]=2[C:17]([NH2:19])=[O:18])=[CH:6][CH:7]=1. The catalyst class is: 217. (2) Reactant: [CH:1]1([CH2:7][N:8]2[C:16]3[C:11](=[CH:12][CH:13]=[CH:14][C:15]=3[O:17][CH3:18])[C:10]([C:19]([NH2:21])=[O:20])=[CH:9]2)[CH2:6][CH2:5][CH2:4][CH2:3][CH2:2]1.[Cl:22][CH2:23][C:24]([CH2:26]Cl)=O. Product: [Cl:22][CH2:23][C:24]1[N:21]=[C:19]([C:10]2[C:11]3[C:16](=[C:15]([O:17][CH3:18])[CH:14]=[CH:13][CH:12]=3)[N:8]([CH2:7][CH:1]3[CH2:2][CH2:3][CH2:4][CH2:5][CH2:6]3)[CH:9]=2)[O:20][CH:26]=1. The catalyst class is: 451. (3) Reactant: C(=O)([O-])[O-].[K+].[K+].C(=O)([S:9][CH2:10][CH2:11][O:12][CH2:13][C:14]1[CH:19]=[CH:18][CH:17]=[CH:16][CH:15]=1)C.O. Product: [CH2:13]([O:12][CH2:11][CH2:10][SH:9])[C:14]1[CH:19]=[CH:18][CH:17]=[CH:16][CH:15]=1. The catalyst class is: 5. (4) Reactant: [C:1]1([Mg]Br)[CH:6]=[CH:5][CH:4]=[CH:3][CH:2]=1.COC1C=C(/C=C/C(/O)=C/C(/C=C/C2C=CC(O)=C(OC)C=2)=O)C=CC=1O.[CH3:36][O:37][C:38]1[CH:39]=[C:40]([N:46]2[CH2:51][CH2:50][N:49]([C:52]([C:54]3[N:58]([C:59]4[CH:64]=[CH:63][CH:62]=[CH:61][CH:60]=4)[N:57]=[C:56]([CH:65]=[O:66])[CH:55]=3)=[O:53])[CH2:48][CH2:47]2)[CH:41]=[C:42]([O:44][CH3:45])[CH:43]=1. Product: [CH3:36][O:37][C:38]1[CH:39]=[C:40]([N:46]2[CH2:47][CH2:48][N:49]([C:52]([C:54]3[N:58]([C:59]4[CH:64]=[CH:63][CH:62]=[CH:61][CH:60]=4)[N:57]=[C:56]([CH:65]([OH:66])[C:1]4[CH:6]=[CH:5][CH:4]=[CH:3][CH:2]=4)[CH:55]=3)=[O:53])[CH2:50][CH2:51]2)[CH:41]=[C:42]([O:44][CH3:45])[CH:43]=1. The catalyst class is: 1. (5) Reactant: [F:1][C:2]1[CH:7]=[CH:6][C:5]([C@@H:8]2[C@@H:16]([OH:17])[CH2:15][CH2:14][C@@H:13]3[C@H:9]2[CH2:10][N:11]([C:18]([O:20][C:21]([CH3:24])([CH3:23])[CH3:22])=[O:19])[CH2:12]3)=[CH:4][CH:3]=1.[F:25][C:26]([F:41])([F:40])[C:27]1[CH:28]=[C:29]([CH:33]=[C:34]([C:36]([F:39])([F:38])[F:37])[CH:35]=1)[C:30](Cl)=[O:31]. Product: [F:25][C:26]([F:40])([F:41])[C:27]1[CH:28]=[C:29]([CH:33]=[C:34]([C:36]([F:39])([F:37])[F:38])[CH:35]=1)[C:30]([O:17][C@H:16]1[CH2:15][CH2:14][C@@H:13]2[C@@H:9]([CH2:10][N:11]([C:18]([O:20][C:21]([CH3:24])([CH3:23])[CH3:22])=[O:19])[CH2:12]2)[C@@H:8]1[C:5]1[CH:4]=[CH:3][C:2]([F:1])=[CH:7][CH:6]=1)=[O:31]. The catalyst class is: 64. (6) The catalyst class is: 2. Reactant: [CH3:1][C:2]1[S:3][CH:4]=[CH:5][C:6]=1[CH2:7][OH:8].N1C=CN=C1.[CH3:14][C:15]([Si:18](Cl)([CH3:20])[CH3:19])([CH3:17])[CH3:16]. Product: [C:15]([Si:18]([CH3:20])([CH3:19])[O:8][CH2:7][C:6]1[CH:5]=[CH:4][S:3][C:2]=1[CH3:1])([CH3:17])([CH3:16])[CH3:14]. (7) Reactant: [CH2:1]1[C:9]2[C:4](=[CH:5][CH:6]=[CH:7][CH:8]=2)[CH2:3][N:2]1[C:10]1[C:19]2[C:14](=[CH:15][CH:16]=[C:17]([C:20]3[CH:21]=[C:22]4[CH:28]=[CH:27][N:26]([Si](C(C)C)(C(C)C)C(C)C)[C:23]4=[N:24][CH:25]=3)[CH:18]=2)[N:13]=[CH:12][N:11]=1.[F-].[Cs+]. Product: [CH2:3]1[C:4]2[C:9](=[CH:8][CH:7]=[CH:6][CH:5]=2)[CH2:1][N:2]1[C:10]1[C:19]2[C:14](=[CH:15][CH:16]=[C:17]([C:20]3[CH:21]=[C:22]4[CH:28]=[CH:27][NH:26][C:23]4=[N:24][CH:25]=3)[CH:18]=2)[N:13]=[CH:12][N:11]=1. The catalyst class is: 10.